From a dataset of Reaction yield outcomes from USPTO patents with 853,638 reactions. Predict the reaction yield, written as a fraction of the theoretical maximum amount of product (1.0 means a 100% yield; for example, 0.34 means a 34% yield). (1) The reactants are [NH2:1][C:2]1[S:3][C:4]2[C:10]([N:11]3[CH2:16][CH2:15][O:14][CH2:13][CH2:12]3)=[CH:9][CH:8]=[C:7]([O:17][CH3:18])[C:5]=2[N:6]=1.C(N(C(C)C)C(C)C)C.[O:28]1[CH2:33][CH2:32][CH:31]([C:34](Cl)=[O:35])[CH2:30][CH2:29]1.CO. The catalyst is O1CCCC1. The product is [CH3:18][O:17][C:7]1[C:5]2[N:6]=[C:2]([NH:1][C:34]([CH:31]3[CH2:32][CH2:33][O:28][CH2:29][CH2:30]3)=[O:35])[S:3][C:4]=2[C:10]([N:11]2[CH2:16][CH2:15][O:14][CH2:13][CH2:12]2)=[CH:9][CH:8]=1. The yield is 0.760. (2) The reactants are [Cl:1][CH2:2][CH2:3][CH2:4][C:5]([C:7]1[CH:12]=[CH:11][C:10]([CH:13]([CH3:15])[CH3:14])=[CH:9][CH:8]=1)=[O:6].[Br:16]N1C(=O)CCC1=O. The catalyst is C(Cl)(Cl)(Cl)Cl.CC(N=NC(C#N)(C)C)(C#N)C. The product is [Br:16][C:13]([C:10]1[CH:9]=[CH:8][C:7]([C:5](=[O:6])[CH2:4][CH2:3][CH2:2][Cl:1])=[CH:12][CH:11]=1)([CH3:15])[CH3:14]. The yield is 1.00. (3) The reactants are Br[CH2:2][CH2:3][CH2:4][OH:5].[Cl:6][C:7]1[CH:12]=[C:11]([O:13][CH2:14][CH:15]=[C:16]([Cl:18])[Cl:17])[CH:10]=[C:9]([Cl:19])[C:8]=1[OH:20].[OH-].[Na+].S(=O)(=O)(O)O. The catalyst is [Br-].C([N+](CCCC)(CCCC)CCCC)CCC.O.CCCCCC. The product is [Cl:6][C:7]1[CH:12]=[C:11]([O:13][CH2:14][CH:15]=[C:16]([Cl:18])[Cl:17])[CH:10]=[C:9]([Cl:19])[C:8]=1[O:20][CH2:2][CH2:3][CH2:4][OH:5]. The yield is 0.890. (4) The reactants are [Br:1][C:2]1[CH:10]=[CH:9][CH:8]=[C:7]([F:11])[C:3]=1[C:4]([OH:6])=[O:5].[C:12](=O)([O-])[O-].[K+].[K+].CI. The catalyst is CN(C)C=O.O. The product is [Br:1][C:2]1[CH:10]=[CH:9][CH:8]=[C:7]([F:11])[C:3]=1[C:4]([O:6][CH3:12])=[O:5]. The yield is 0.997. (5) The reactants are [Br:1][C:2]1[CH:3]=[CH:4][C:5]([O:11][CH3:12])=[C:6](B(O)O)[CH:7]=1.I[C:14]1[CH:15]=[C:16]([N+:20]([O-:22])=[O:21])[CH:17]=[CH:18][CH:19]=1.C(=O)([O-])[O-].[K+].[K+]. The catalyst is CO.O.C([O-])(=O)C.[Pd+2].C([O-])(=O)C. The product is [Br:1][C:2]1[CH:3]=[CH:4][C:5]([O:11][CH3:12])=[C:6]([C:14]2[CH:19]=[CH:18][CH:17]=[C:16]([N+:20]([O-:22])=[O:21])[CH:15]=2)[CH:7]=1. The yield is 0.630. (6) The reactants are C([N:3]([CH2:6][CH3:7])CC)C.[CH3:8][Si:9](Cl)([CH3:11])[CH3:10].[CH2:13]([Cl:15])Cl. No catalyst specified. The product is [Cl:15][CH2:13][CH2:7][CH2:6][N:3]([Si:9]([CH3:11])([CH3:10])[CH3:8])[Si:9]([CH3:11])([CH3:10])[CH3:8]. The yield is 0.773.